This data is from Reaction yield outcomes from USPTO patents with 853,638 reactions. The task is: Predict the reaction yield, written as a fraction of the theoretical maximum amount of product (1.0 means a 100% yield; for example, 0.34 means a 34% yield). (1) The reactants are Cl[C:2]1[N:7]=[C:6](Cl)[C:5]([C:9]([NH:11][CH2:12][C:13]2[CH:18]=[CH:17][C:16]([F:19])=[CH:15][CH:14]=2)=[O:10])=[CH:4][N:3]=1.[NH2:20][CH2:21][CH2:22][CH2:23][CH:24]([OH:28])[CH2:25][CH:26]=[CH2:27].CCN(C(C)C)C(C)C.[CH2:38]([NH2:46])[CH2:39][CH2:40][CH2:41][CH2:42][CH2:43][CH:44]=[CH2:45]. The yield is 0.250. The product is [F:19][C:16]1[CH:17]=[CH:18][C:13]([CH2:12][NH:11][C:9]([C:5]2[C:6]([NH:20][CH2:21][CH2:22][CH2:23][CH:24]([OH:28])[CH2:25][CH:26]=[CH2:27])=[N:7][C:2]([NH:46][CH2:38][CH2:39][CH2:40][CH2:41][CH2:42][CH2:43][CH:44]=[CH2:45])=[N:3][CH:4]=2)=[O:10])=[CH:14][CH:15]=1. The catalyst is CC(O)C. (2) The reactants are Br[C:2]1[CH:7]=[CH:6][C:5]([F:8])=[CH:4][C:3]=1[C:9]1[N:10]=[N:11][N:12]([CH3:14])[N:13]=1.[C:15]([Cu])#[N:16]. The catalyst is CN(C)C=O. The product is [F:8][C:5]1[CH:6]=[CH:7][C:2]([C:15]#[N:16])=[C:3]([C:9]2[N:10]=[N:11][N:12]([CH3:14])[N:13]=2)[CH:4]=1. The yield is 0.730. (3) The reactants are CN(C)C=[O:4].Cl[CH2:7][CH2:8][CH2:9][O:10][C:11]1[CH:20]=[C:19]2[C:14]([C:15]([O:21][C:22]3[C:23]([CH3:32])=[N:24][C:25]4[C:30]([CH:31]=3)=[CH:29][CH:28]=[CH:27][CH:26]=4)=[CH:16][CH:17]=[N:18]2)=[CH:13][C:12]=1[O:33][CH3:34].C(=O)([O-])[O-].[K+].[K+]. The catalyst is O. The product is [CH3:34][O:33][C:12]1[CH:13]=[C:14]2[C:19](=[CH:20][C:11]=1[O:10][CH2:9][CH2:8][CH2:7][OH:4])[N:18]=[CH:17][CH:16]=[C:15]2[O:21][C:22]1[C:23]([CH3:32])=[N:24][C:25]2[C:30]([CH:31]=1)=[CH:29][CH:28]=[CH:27][CH:26]=2. The yield is 0.610. (4) The reactants are Br[C:2]1[CH:3]=[C:4]([CH:6]=[C:7]([C:9]([F:12])([F:11])[F:10])[CH:8]=1)[NH2:5].[C:13]([O:17][C:18]([N:20]1[CH:24]=[CH:23][CH:22]=[C:21]1B(O)O)=[O:19])([CH3:16])([CH3:15])[CH3:14].C(=O)([O-])[O-].[Na+].[Na+]. The catalyst is C1C=CC([P]([Pd]([P](C2C=CC=CC=2)(C2C=CC=CC=2)C2C=CC=CC=2)([P](C2C=CC=CC=2)(C2C=CC=CC=2)C2C=CC=CC=2)[P](C2C=CC=CC=2)(C2C=CC=CC=2)C2C=CC=CC=2)(C2C=CC=CC=2)C2C=CC=CC=2)=CC=1.O.COCCOC. The product is [NH2:5][C:4]1[CH:3]=[C:2]([C:21]2[N:20]([C:18]([O:17][C:13]([CH3:16])([CH3:15])[CH3:14])=[O:19])[CH:24]=[CH:23][CH:22]=2)[CH:8]=[C:7]([C:9]([F:12])([F:11])[F:10])[CH:6]=1. The yield is 0.740. (5) The reactants are [CH2:1]([NH2:4])[CH2:2][NH2:3].CS(O)(=O)=O.[CH:10]1[CH:15]=[CH:14][C:13]([CH2:16][O:17][C:18](Cl)=[O:19])=[CH:12][CH:11]=1.C(O[K])(C)=O. The product is [NH2:3][CH2:2][CH2:1][NH:4][C:18](=[O:19])[O:17][CH2:16][C:13]1[CH:14]=[CH:15][CH:10]=[CH:11][CH:12]=1. The catalyst is O.C(O)C.C(COC)OC. The yield is 0.510. (6) The product is [C:25]([N:29]1[C:33]([C:34]([NH:1][C:2]2[CH:3]=[C:4]([O:5][C:6]3[CH:7]=[CH:8][C:9]4[N:10]([CH:12]=[C:13]([NH:15][C:16]([CH:18]5[CH2:20][CH2:19]5)=[O:17])[N:14]=4)[N:11]=3)[CH:21]=[CH:22][C:23]=2[CH3:24])=[O:35])=[CH:32][C:31]([CH3:37])=[N:30]1)([CH3:28])([CH3:27])[CH3:26]. The yield is 0.0400. The reactants are [NH2:1][C:2]1[CH:3]=[C:4]([CH:21]=[CH:22][C:23]=1[CH3:24])[O:5][C:6]1[CH:7]=[CH:8][C:9]2[N:10]([CH:12]=[C:13]([NH:15][C:16]([CH:18]3[CH2:20][CH2:19]3)=[O:17])[N:14]=2)[N:11]=1.[C:25]([N:29]1[C:33]([C:34](Cl)=[O:35])=[CH:32][C:31]([CH3:37])=[N:30]1)([CH3:28])([CH3:27])[CH3:26].C(OCC)(=O)C.O1CCCC1.C(=O)([O-])O.[Na+]. The catalyst is CN(C)C(=O)C. (7) The reactants are [C:1]1([C:19]2[CH:24]=[CH:23][CH:22]=[CH:21][CH:20]=2)[CH:6]=[CH:5][C:4]([C:7]([N:9]2[CH2:13][C:12](=O)[CH2:11][C@H:10]2[CH2:15][C:16]([OH:18])=[O:17])=[O:8])=[CH:3][CH:2]=1.[CH3:25][O:26][NH3+:27].[Cl-].C(N(CC)CC)C. The catalyst is C(Cl)(Cl)Cl. The product is [C:1]1([C:19]2[CH:24]=[CH:23][CH:22]=[CH:21][CH:20]=2)[CH:2]=[CH:3][C:4]([C:7]([N:9]2[CH2:13][C:12](=[N:27][O:26][CH3:25])[CH2:11][C@H:10]2[CH2:15][C:16]([OH:18])=[O:17])=[O:8])=[CH:5][CH:6]=1. The yield is 0.450. (8) The reactants are [C:1]1([CH2:7][CH2:8][C:9](Cl)=[O:10])[CH:6]=[CH:5][CH:4]=[CH:3][CH:2]=1.[NH2:12][C:13]1[CH:18]=[CH:17][C:16]([C:19]2[C:27]3[C:22](=[N:23][CH:24]=[N:25][C:26]=3[NH2:28])[N:21]([CH:29]3[CH2:34][CH2:33][N:32]([CH2:35][C:36]4[NH:37][CH:38]=[CH:39][N:40]=4)[CH2:31][CH2:30]3)[N:20]=2)=[CH:15][C:14]=1[O:41][CH3:42]. The catalyst is N1C=CC=CC=1. The product is [NH2:28][C:26]1[N:25]=[CH:24][N:23]=[C:22]2[N:21]([CH:29]3[CH2:34][CH2:33][N:32]([CH2:35][C:36]4[NH:37][CH:38]=[CH:39][N:40]=4)[CH2:31][CH2:30]3)[N:20]=[C:19]([C:16]3[CH:17]=[CH:18][C:13]([NH:12][C:9](=[O:10])[CH2:8][CH2:7][C:1]4[CH:6]=[CH:5][CH:4]=[CH:3][CH:2]=4)=[C:14]([O:41][CH3:42])[CH:15]=3)[C:27]=12. The yield is 0.510. (9) The reactants are [Br:1][C:2]1[CH:3]=[C:4]([CH3:9])[CH:5]=[CH:6][C:7]=1[Br:8].[N+:10]([O-])([OH:12])=[O:11]. The catalyst is O. The product is [Br:8][C:7]1[CH:6]=[C:5]([N+:10]([O-:12])=[O:11])[C:4]([CH3:9])=[CH:3][C:2]=1[Br:1]. The yield is 0.770. (10) The reactants are I[C:2]1[CH:7]=[CH:6][C:5](CCCC(O)=O)=[CH:4][CH:3]=1.[CH3:29][C:24]1([CH3:30])[C:25]([CH3:28])([CH3:27])[O:26][B:22]([B:22]2[O:26][C:25]([CH3:28])([CH3:27])[C:24]([CH3:30])([CH3:29])[O:23]2)[O:23]1.[C:32]([O-:35])(=[O:34])[CH3:33].[K+].[CH3:37][CH2:38][O:39]C(C)=O. The catalyst is CS(C)=O.C1C=CC(P(C2C=CC=CC=2)[C-]2C=CC=C2)=CC=1.C1C=CC(P(C2C=CC=CC=2)[C-]2C=CC=C2)=CC=1.Cl[Pd]Cl.[Fe+2]. The product is [CH3:28][C:25]1([CH3:27])[C:24]([CH3:29])([CH3:30])[O:23][B:22]([C:2]2[CH:3]=[CH:4][C:5]([O:39][CH2:38][CH2:37][CH2:33][C:32]([OH:35])=[O:34])=[CH:6][CH:7]=2)[O:26]1. The yield is 0.950.